This data is from Full USPTO retrosynthesis dataset with 1.9M reactions from patents (1976-2016). The task is: Predict the reactants needed to synthesize the given product. (1) Given the product [NH2:1][C:2]1[C:3]2[C:10]([C:11]#[C:12][C:13]3[CH:18]=[C:17]([O:19][CH3:20])[CH:16]=[C:15]([O:21][CH3:22])[CH:14]=3)=[CH:9][N:8]([CH:23]3[CH2:26][N:25]([C:27](=[O:32])[CH:28]=[CH:29][CH2:30][N:33]4[CH2:36][CH2:35][CH2:34]4)[CH2:24]3)[C:4]=2[N:5]=[CH:6][N:7]=1, predict the reactants needed to synthesize it. The reactants are: [NH2:1][C:2]1[C:3]2[C:10]([C:11]#[C:12][C:13]3[CH:18]=[C:17]([O:19][CH3:20])[CH:16]=[C:15]([O:21][CH3:22])[CH:14]=3)=[CH:9][N:8]([CH:23]3[CH2:26][N:25]([C:27](=[O:32])[CH:28]=[CH:29][CH2:30]Br)[CH2:24]3)[C:4]=2[N:5]=[CH:6][N:7]=1.[NH:33]1[CH2:36][CH2:35][CH2:34]1. (2) Given the product [F:20][C:17]1[CH:18]=[CH:19][C:14]2[O:13][CH2:12][C:11](=[O:21])[N:10]([CH2:9][CH2:8][N:5]3[CH2:4][CH2:3][CH:2]([NH:1][CH2:33][C:31]4[CH:30]=[CH:29][C:26]5[O:27][CH2:28][C:23](=[O:22])[NH:24][C:25]=5[N:32]=4)[CH2:7][CH2:6]3)[C:15]=2[CH:16]=1, predict the reactants needed to synthesize it. The reactants are: [NH2:1][CH:2]1[CH2:7][CH2:6][N:5]([CH2:8][CH2:9][N:10]2[C:15]3[CH:16]=[C:17]([F:20])[CH:18]=[CH:19][C:14]=3[O:13][CH2:12][C:11]2=[O:21])[CH2:4][CH2:3]1.[O:22]=[C:23]1[CH2:28][O:27][C:26]2[CH:29]=[CH:30][C:31]([CH:33]=O)=[N:32][C:25]=2[NH:24]1.C([BH3-])#N.[Na+]. (3) Given the product [O:26]=[C:25]1[NH:24][CH2:23][CH2:22][N:21]([S:27]([C:30]2[CH:36]=[CH:35][C:33]([CH3:34])=[CH:32][CH:31]=2)(=[O:29])=[O:28])[CH:20]1[CH2:19][C:18]([NH:17][C@@H:13]1[CH2:12][CH2:11][CH2:10][C:9]2[CH:8]=[C:7]([C:41]3[CH:42]=[C:43]([CH:44]=[CH:45][CH:46]=3)[C:47]([NH2:49])=[O:48])[CH:16]=[CH:15][C:14]1=2)=[O:37], predict the reactants needed to synthesize it. The reactants are: FC(F)(F)S(O[C:7]1[CH:16]=[CH:15][C:14]2[C@H:13]([NH:17][C:18](=[O:37])[CH2:19][CH:20]3[C:25](=[O:26])[NH:24][CH2:23][CH2:22][N:21]3[S:27]([C:30]3[CH:36]=[CH:35][C:33]([CH3:34])=[CH:32][CH:31]=3)(=[O:29])=[O:28])[CH2:12][CH2:11][CH2:10][C:9]=2[CH:8]=1)(=O)=O.B(O)(O)[C:41]1[CH:46]=[CH:45][CH:44]=[C:43]([C:47]([NH2:49])=[O:48])[CH:42]=1.C1(C)C=CC=CC=1.C([O-])(O)=O.[Na+]. (4) Given the product [O:1]1[C:10]2[C:5](=[CH:6][C:7]([C:11]3[C:16]([CH:17]([CH2:22][CH2:23][CH3:24])[C:18]([OH:20])=[O:19])=[C:15]([CH3:25])[N:14]=[C:13]([C:26]4[CH:27]=[CH:28][CH:29]=[CH:30][CH:31]=4)[N:12]=3)=[CH:8][CH:9]=2)[CH2:4][CH2:3][CH2:2]1, predict the reactants needed to synthesize it. The reactants are: [O:1]1[C:10]2[C:5](=[CH:6][C:7]([C:11]3[C:16]([CH:17]([CH2:22][CH2:23][CH3:24])[C:18]([O:20]C)=[O:19])=[C:15]([CH3:25])[N:14]=[C:13]([C:26]4[CH:31]=[CH:30][CH:29]=[CH:28][CH:27]=4)[N:12]=3)=[CH:8][CH:9]=2)[CH2:4][CH2:3][CH2:2]1.[OH-].[Na+]. (5) Given the product [C:25]([O:24][C:22]([NH:4][C@@H:5]1[CH2:8][C@H:7]([C:9]([OH:11])=[O:10])[C:6]1([CH3:13])[CH3:12])=[O:23])([CH3:26])([CH3:27])[CH3:28], predict the reactants needed to synthesize it. The reactants are: C([NH:4][C@@H:5]1[CH2:8][C@H:7]([C:9]([OH:11])=[O:10])[C:6]1([CH3:13])[CH3:12])(=O)C.[CH3:26][C:25]([O:24][C:22](O[C:22]([O:24][C:25]([CH3:28])([CH3:27])[CH3:26])=[O:23])=[O:23])([CH3:28])[CH3:27]. (6) Given the product [C:1]1([S:7]([C:10]2[CH:20]=[CH:19][C:13]3[NH:14][CH2:15][CH2:16][O:17][C:12]=3[CH:11]=2)(=[O:9])=[O:8])[CH:6]=[CH:5][CH:4]=[CH:3][CH:2]=1, predict the reactants needed to synthesize it. The reactants are: [C:1]1([S:7]([C:10]2[CH:20]=[CH:19][C:13]3[NH:14][C:15](=O)[CH2:16][O:17][C:12]=3[CH:11]=2)(=[O:9])=[O:8])[CH:6]=[CH:5][CH:4]=[CH:3][CH:2]=1.Cl.O.C(=O)([O-])[O-].[K+].[K+].